Dataset: Reaction yield outcomes from USPTO patents with 853,638 reactions. Task: Predict the reaction yield, written as a fraction of the theoretical maximum amount of product (1.0 means a 100% yield; for example, 0.34 means a 34% yield). (1) The catalyst is CN(C)C=O. The product is [CH3:12][O:11][CH2:10][CH2:9][O:8][C:5]1[CH:6]=[CH:7][C:2]2[O:1][C:23]([C:24](=[O:28])[CH:25]([CH3:27])[CH3:26])=[C:13]([CH3:14])[C:3]=2[CH:4]=1. The yield is 0.980. The reactants are [OH:1][C:2]1[CH:7]=[CH:6][C:5]([O:8][CH2:9][CH2:10][O:11][CH3:12])=[CH:4][C:3]=1[C:13](=O)[CH3:14].C(=O)([O-])[O-].[K+].[K+].Br[CH2:23][C:24](=[O:28])[CH:25]([CH3:27])[CH3:26]. (2) The reactants are [ClH:1].O1CCOCC1.[N:8]1[CH:13]=[CH:12][CH:11]=[C:10]([CH2:14][CH2:15][CH:16]2[CH2:21][N:20](C(OC(C)(C)C)=O)[CH2:19][CH2:18][N:17]2[C:29]([O:31][CH2:32][C:33]2[CH:38]=[CH:37][CH:36]=[CH:35][CH:34]=2)=[O:30])[CH:9]=1. The catalyst is CO. The product is [ClH:1].[ClH:1].[N:8]1[CH:13]=[CH:12][CH:11]=[C:10]([CH2:14][CH2:15][CH:16]2[CH2:21][NH:20][CH2:19][CH2:18][N:17]2[C:29]([O:31][CH2:32][C:33]2[CH:38]=[CH:37][CH:36]=[CH:35][CH:34]=2)=[O:30])[CH:9]=1. The yield is 0.580. (3) The product is [NH:1]1[C:9]2[C:4](=[CH:5][CH:6]=[CH:7][CH:8]=2)[C:3](/[CH:10]=[C:11]2\[O:12][C:13]3[C:20](/[CH:21]=[CH:22]/[CH:23]4[CH2:24][CH2:25][NH:26][CH2:27][CH2:28]4)=[C:19]([O:36][CH3:37])[CH:18]=[CH:17][C:14]=3[C:15]\2=[O:16])=[N:2]1. The catalyst is C(Cl)Cl.O1CCOCC1. The reactants are [NH:1]1[C:9]2[C:4](=[CH:5][CH:6]=[CH:7][CH:8]=2)[C:3](/[CH:10]=[C:11]2\[O:12][C:13]3[C:20](/[CH:21]=[CH:22]/[CH:23]4[CH2:28][CH2:27][N:26](C(OC(C)(C)C)=O)[CH2:25][CH2:24]4)=[C:19]([O:36][CH3:37])[CH:18]=[CH:17][C:14]=3[C:15]\2=[O:16])=[N:2]1.Cl. The yield is 0.850. (4) The reactants are Br[C:2]1[CH:7]=[CH:6][C:5]([S:8][CH3:9])=[C:4]([O:10][C:11]([F:14])([F:13])[F:12])[CH:3]=1.[B:15](OC(C)C)([O:20]C(C)C)[O:16]C(C)C.Cl. The catalyst is O1CCCC1. The product is [CH3:9][S:8][C:5]1[CH:6]=[CH:7][C:2]([B:15]([OH:20])[OH:16])=[CH:3][C:4]=1[O:10][C:11]([F:14])([F:13])[F:12]. The yield is 0.710.